Dataset: Forward reaction prediction with 1.9M reactions from USPTO patents (1976-2016). Task: Predict the product of the given reaction. (1) Given the reactants [C:1]([C:4]([C@@H:17]1[CH2:21][CH2:20][NH:19][CH2:18]1)([C:11]1[CH:16]=[CH:15][CH:14]=[CH:13][CH:12]=1)[C:5]1[CH:10]=[CH:9][CH:8]=[CH:7][CH:6]=1)(=[O:3])[NH2:2].C(N(CC)CC)C.Br[CH2:30][CH2:31][CH2:32][CH2:33][CH2:34][CH2:35][CH2:36][OH:37], predict the reaction product. The product is: [C:1]([C:4]([C@@H:17]1[CH2:21][CH2:20][N:19]([CH2:30][CH2:31][CH2:32][CH2:33][CH2:34][CH2:35][CH2:36][OH:37])[CH2:18]1)([C:11]1[CH:12]=[CH:13][CH:14]=[CH:15][CH:16]=1)[C:5]1[CH:10]=[CH:9][CH:8]=[CH:7][CH:6]=1)(=[O:3])[NH2:2]. (2) The product is: [CH2:29]([O:28][C:23](=[O:27])[CH2:24][CH:25]1[S:14][C:12]([C:9]2[NH:10][C:11]3[C:7]([CH:8]=2)=[CH:6][CH:5]=[CH:4][C:3]=3[N:2]([CH3:1])[S:15]([C:18]2[S:19][CH:20]=[CH:21][CH:22]=2)(=[O:17])=[O:16])=[N:13][CH2:26]1)[CH3:30]. Given the reactants [CH3:1][N:2]([S:15]([C:18]1[S:19][CH:20]=[CH:21][CH:22]=1)(=[O:17])=[O:16])[C:3]1[CH:4]=[CH:5][CH:6]=[C:7]2[C:11]=1[NH:10][C:9]([C:12](=[S:14])[NH2:13])=[CH:8]2.[C:23]([O:28][CH2:29][CH3:30])(=[O:27])[C:24]#[C:25][CH3:26].C(P(CCCC)CCCC)CCC.O1CCCC1, predict the reaction product.